Dataset: Reaction yield outcomes from USPTO patents with 853,638 reactions. Task: Predict the reaction yield, written as a fraction of the theoretical maximum amount of product (1.0 means a 100% yield; for example, 0.34 means a 34% yield). (1) The reactants are CS(C)=O.[F:5][C:6]1[CH:19]=[C:18](/[CH:20]=[CH:21]/[N+:22]([O-:24])=[O:23])[CH:17]=[CH:16][C:7]=1[O:8][CH2:9][C:10]1[CH:15]=[CH:14][CH:13]=[CH:12][N:11]=1.C(O)(=O)C.[BH4-].[Na+]. The catalyst is O. The product is [F:5][C:6]1[CH:19]=[C:18]([CH2:20][CH2:21][N+:22]([O-:24])=[O:23])[CH:17]=[CH:16][C:7]=1[O:8][CH2:9][C:10]1[CH:15]=[CH:14][CH:13]=[CH:12][N:11]=1. The yield is 0.498. (2) The yield is 0.244. The reactants are [CH3:1][C:2]1[S:3][CH:4]=[CH:5][N:6]=1.[Li]CCCC.[C:12]1([P:18]([N@:26]2[CH2:28][CH:27]2[CH2:29][O:30][C:31]2[CH:32]=[C:33]([C:37]3[CH:38]=[C:39]4[C:44](=[C:45]([NH2:47])[N:46]=3)[CH:43]=[N:42][C:41]3[CH:48]=[C:49]([O:54][CH3:55])[C:50]([O:52][CH3:53])=[CH:51][C:40]4=3)[CH:34]=[N:35][CH:36]=2)([C:20]2[CH:25]=[CH:24][CH:23]=[CH:22][CH:21]=2)=[O:19])[CH:17]=[CH:16][CH:15]=[CH:14][CH:13]=1. The product is [NH2:47][C:45]1[N:46]=[C:37]([C:33]2[CH:32]=[C:31]([O:30][CH2:29][C@@H:27]([NH:26][P:18]([C:12]3[CH:17]=[CH:16][CH:15]=[CH:14][CH:13]=3)([C:20]3[CH:21]=[CH:22][CH:23]=[CH:24][CH:25]=3)=[O:19])[CH2:28][CH2:1][C:2]3[S:3][CH:4]=[CH:5][N:6]=3)[CH:36]=[N:35][CH:34]=2)[CH:38]=[C:39]2[C:44]=1[CH:43]=[N:42][C:41]1[CH:48]=[C:49]([O:54][CH3:55])[C:50]([O:52][CH3:53])=[CH:51][C:40]2=1. The catalyst is C1COCC1.